This data is from Forward reaction prediction with 1.9M reactions from USPTO patents (1976-2016). The task is: Predict the product of the given reaction. Given the reactants [CH3:1][O:2][CH2:3][O:4][C:5]1[CH:10]=[CH:9][CH:8]=[C:7]([CH:11]=[CH:12][CH3:13])[CH:6]=1.C([O-])(O)=O.[Na+].[H][H], predict the reaction product. The product is: [CH3:1][O:2][CH2:3][O:4][C:5]1[CH:10]=[CH:9][CH:8]=[C:7]([CH2:11][CH2:12][CH3:13])[CH:6]=1.